From a dataset of NCI-60 drug combinations with 297,098 pairs across 59 cell lines. Regression. Given two drug SMILES strings and cell line genomic features, predict the synergy score measuring deviation from expected non-interaction effect. (1) Drug 1: CC1C(C(CC(O1)OC2CC(CC3=C2C(=C4C(=C3O)C(=O)C5=C(C4=O)C(=CC=C5)OC)O)(C(=O)C)O)N)O.Cl. Drug 2: CC12CCC3C(C1CCC2OP(=O)(O)O)CCC4=C3C=CC(=C4)OC(=O)N(CCCl)CCCl.[Na+]. Cell line: 786-0. Synergy scores: CSS=21.5, Synergy_ZIP=-6.93, Synergy_Bliss=-2.21, Synergy_Loewe=-25.4, Synergy_HSA=-2.38. (2) Synergy scores: CSS=-3.14, Synergy_ZIP=0.611, Synergy_Bliss=-2.04, Synergy_Loewe=-1.65, Synergy_HSA=-5.35. Cell line: OVCAR3. Drug 1: C1=CN(C=N1)CC(O)(P(=O)(O)O)P(=O)(O)O. Drug 2: C1C(C(OC1N2C=NC3=C2NC=NCC3O)CO)O. (3) Drug 1: CCC1(CC2CC(C3=C(CCN(C2)C1)C4=CC=CC=C4N3)(C5=C(C=C6C(=C5)C78CCN9C7C(C=CC9)(C(C(C8N6C=O)(C(=O)OC)O)OC(=O)C)CC)OC)C(=O)OC)O.OS(=O)(=O)O. Drug 2: CC(C)NC(=O)C1=CC=C(C=C1)CNNC.Cl. Cell line: HL-60(TB). Synergy scores: CSS=63.0, Synergy_ZIP=0.0784, Synergy_Bliss=1.90, Synergy_Loewe=-62.9, Synergy_HSA=1.15. (4) Drug 1: CCN(CC)CCNC(=O)C1=C(NC(=C1C)C=C2C3=C(C=CC(=C3)F)NC2=O)C. Drug 2: CC12CCC3C(C1CCC2O)C(CC4=C3C=CC(=C4)O)CCCCCCCCCS(=O)CCCC(C(F)(F)F)(F)F. Cell line: OVCAR-8. Synergy scores: CSS=-2.69, Synergy_ZIP=1.75, Synergy_Bliss=1.30, Synergy_Loewe=-2.71, Synergy_HSA=-1.69.